Task: Predict the product of the given reaction.. Dataset: Forward reaction prediction with 1.9M reactions from USPTO patents (1976-2016) (1) Given the reactants Br[C:2]1[N:9]=[CH:8][CH:7]=[CH:6][C:3]=1[CH:4]=O.C([CH2:12][C:13]([O:15][CH2:16][CH3:17])=[O:14])#N.C([O-])([O-])=O.[Cs+].[Cs+].[NH4+:24].[Cl-], predict the reaction product. The product is: [NH:24]1[C:2]2=[N:9][CH:8]=[CH:7][CH:6]=[C:3]2[CH:4]=[C:12]1[C:13]([O:15][CH2:16][CH3:17])=[O:14]. (2) The product is: [CH3:45][CH:38]1[C:39]2[C:44](=[CH:43][CH:42]=[CH:41][CH:40]=2)[N:36]([CH2:35][CH2:34][CH2:33][N:9]2[CH2:10][CH2:11][C:6]3([N:5]([C:12]4[CH:13]=[CH:14][CH:15]=[CH:16][CH:17]=4)[CH2:4][N:3]([CH2:18][C:19]4[CH:20]=[C:21]([CH:29]=[CH:30][CH:31]=4)[C:22]([O:24][C:25]([CH3:28])([CH3:26])[CH3:27])=[O:23])[C:2]3=[O:1])[CH2:7][CH2:8]2)[C:37]1=[O:46]. Given the reactants [O:1]=[C:2]1[C:6]2([CH2:11][CH2:10][NH:9][CH2:8][CH2:7]2)[N:5]([C:12]2[CH:17]=[CH:16][CH:15]=[CH:14][CH:13]=2)[CH2:4][N:3]1[CH2:18][C:19]1[CH:20]=[C:21]([CH:29]=[CH:30][CH:31]=1)[C:22]([O:24][C:25]([CH3:28])([CH3:27])[CH3:26])=[O:23].Cl[CH2:33][CH2:34][CH2:35][N:36]1[C:44]2[C:39](=[CH:40][CH:41]=[CH:42][CH:43]=2)[CH:38]([CH3:45])[C:37]1=[O:46].[I-].[Na+].C(=O)([O-])[O-].[K+].[K+], predict the reaction product. (3) Given the reactants [Na].[F:2][C:3]1[CH:4]=[C:5]([CH:9]=[C:10]([C:13]2[CH:18]=[CH:17][N:16]=[CH:15][CH:14]=2)[C:11]#[N:12])[CH:6]=[CH:7][CH:8]=1.Cl.[NH2:20][C:21]([NH2:23])=[NH:22], predict the reaction product. The product is: [F:2][C:3]1[CH:4]=[C:5]([C:9]2[N:20]=[C:21]([NH2:23])[N:22]=[C:11]([NH2:12])[C:10]=2[C:13]2[CH:14]=[CH:15][N:16]=[CH:17][CH:18]=2)[CH:6]=[CH:7][CH:8]=1. (4) Given the reactants [Br:1][C:2]1[CH:10]=[C:9]2[C:5]([C:6]([C:11]([O:13][CH2:14][CH3:15])=[O:12])=[N:7][NH:8]2)=[CH:4][CH:3]=1.Br[CH2:17][C:18]([O:20][C:21]([CH3:24])([CH3:23])[CH3:22])=[O:19].C(=O)([O-])[O-].[K+].[K+], predict the reaction product. The product is: [Br:1][C:2]1[CH:10]=[C:9]2[C:5]([C:6]([C:11]([O:13][CH2:14][CH3:15])=[O:12])=[N:7][N:8]2[CH2:17][C:18]([O:20][C:21]([CH3:24])([CH3:23])[CH3:22])=[O:19])=[CH:4][CH:3]=1. (5) The product is: [CH2:12]([O:14][C:15]([C:16]1[CH:20]=[C:21]([C:22]2[CH:23]=[CH:24][CH:25]=[CH:26][CH:27]=2)[N:6]([C:5]2[CH:7]=[CH:8][CH:9]=[C:3]([C:2]([F:10])([F:11])[F:1])[CH:4]=2)[C:17]=1[CH3:18])=[O:29])[CH3:13]. Given the reactants [F:1][C:2]([F:11])([F:10])[C:3]1[CH:4]=[C:5]([CH:7]=[CH:8][CH:9]=1)[NH2:6].[CH2:12]([O:14][C:15](=[O:29])[CH:16]([CH2:20][C:21](=O)[C:22]1[CH:27]=[CH:26][CH:25]=[CH:24][CH:23]=1)[C:17](=O)[CH3:18])[CH3:13].CC1C=CC(S(O)(=O)=O)=CC=1, predict the reaction product. (6) The product is: [C:15]1([C:12]2[C:9]3[CH:10]=[N:11][C:6]([C:4]([NH:22][CH2:23][C:24]([OH:26])=[O:25])=[O:5])=[C:7]([OH:21])[C:8]=3[O:14][N:13]=2)[CH2:20][CH2:19][CH2:18][CH2:17][CH:16]=1. Given the reactants C(O[C:4]([C:6]1[N:11]=[CH:10][C:9]2[C:12]([C:15]3[CH2:20][CH2:19][CH2:18][CH2:17][CH:16]=3)=[N:13][O:14][C:8]=2[C:7]=1[OH:21])=[O:5])C.[NH2:22][CH2:23][C:24]([OH:26])=[O:25].[O-]CC.[Na+].Cl, predict the reaction product.